This data is from Reaction yield outcomes from USPTO patents with 853,638 reactions. The task is: Predict the reaction yield, written as a fraction of the theoretical maximum amount of product (1.0 means a 100% yield; for example, 0.34 means a 34% yield). (1) The reactants are [Br:1][C:2]1[CH:3]=[C:4]2[C:8](=[C:9]([C:11]([O:13]CC)=[O:12])[CH:10]=1)[NH:7][CH:6]=[C:5]2[CH:16]1[CH2:21][CH:20]([CH3:22])[S:19](=[O:24])(=[O:23])[CH:18]([CH3:25])[CH2:17]1.CO.[OH-].[Na+]. The catalyst is O. The product is [Br:1][C:2]1[CH:3]=[C:4]2[C:8](=[C:9]([C:11]([OH:13])=[O:12])[CH:10]=1)[NH:7][CH:6]=[C:5]2[CH:16]1[CH2:17][CH:18]([CH3:25])[S:19](=[O:23])(=[O:24])[CH:20]([CH3:22])[CH2:21]1. The yield is 0.920. (2) The reactants are [F:1][C:2]1[C:7]2[N:8]=[C:9]([C:11]3[CH:16]=[C:15](B4OC(C)(C)C(C)(C)O4)[CH:14]=[CH:13][C:12]=3[O:26][CH3:27])[O:10][C:6]=2[CH:5]=[CH:4][CH:3]=1.[CH3:28][NH:29][C:30]([C:32]1[C:36]2[CH:37]=[C:38](Br)[C:39]([N:41]([S:43]([CH3:46])(=[O:45])=[O:44])[CH3:42])=[CH:40][C:35]=2[O:34][C:33]=1[C:48]1[CH:53]=[CH:52][C:51]([F:54])=[CH:50][CH:49]=1)=[O:31].[O-]P([O-])([O-])=O.[K+].[K+].[K+]. The catalyst is CN(C=O)C.ClCCl.C1C=CC(P(C2C=CC=CC=2)[C-]2C=CC=C2)=CC=1.C1C=CC(P(C2C=CC=CC=2)[C-]2C=CC=C2)=CC=1.Cl[Pd]Cl.[Fe+2]. The product is [CH3:28][NH:29][C:30]([C:32]1[C:36]2[CH:37]=[C:38]([C:15]3[CH:14]=[CH:13][C:12]([O:26][CH3:27])=[C:11]([C:9]4[O:10][C:6]5[CH:5]=[CH:4][CH:3]=[C:2]([F:1])[C:7]=5[N:8]=4)[CH:16]=3)[C:39]([N:41]([S:43]([CH3:46])(=[O:45])=[O:44])[CH3:42])=[CH:40][C:35]=2[O:34][C:33]=1[C:48]1[CH:49]=[CH:50][C:51]([F:54])=[CH:52][CH:53]=1)=[O:31]. The yield is 0.560.